This data is from Reaction yield outcomes from USPTO patents with 853,638 reactions. The task is: Predict the reaction yield, written as a fraction of the theoretical maximum amount of product (1.0 means a 100% yield; for example, 0.34 means a 34% yield). (1) The reactants are [CH:1]([C:4]1[CH:10]=[CH:9][CH:8]=[CH:7][C:5]=1[NH2:6])([CH3:3])[CH3:2].[N+:11]([O-])([O-:13])=[O:12].[K+].[OH-].[Na+]. The catalyst is OS(O)(=O)=O. The product is [CH:1]([C:4]1[CH:10]=[CH:9][C:8]([N+:11]([O-:13])=[O:12])=[CH:7][C:5]=1[NH2:6])([CH3:3])[CH3:2]. The yield is 0.830. (2) The reactants are [O:1]1[C:10]2[C:5](=[N:6][CH:7]=[CH:8][CH:9]=2)[C:4](=O)[CH2:3][CH2:2]1.[C:12]([O:16][C:17](=[O:24])[NH:18][CH2:19][CH2:20][CH2:21][CH2:22][NH2:23])([CH3:15])([CH3:14])[CH3:13].[BH-](OC(C)=O)(OC(C)=O)OC(C)=O.[Na+]. No catalyst specified. The product is [C:12]([O:16][C:17](=[O:24])[NH:18][CH2:19][CH2:20][CH2:21][CH2:22][NH:23][CH:4]1[C:5]2=[N:6][CH:7]=[CH:8][CH:9]=[C:10]2[O:1][CH2:2][CH2:3]1)([CH3:15])([CH3:13])[CH3:14]. The yield is 0.720. (3) The reactants are [C:1]1([C:7]2[C:15]3[C:14](=[O:16])[N:13]=[CH:12][NH:11][C:10]=3[S:9][CH:8]=2)[CH:6]=[CH:5][CH:4]=[CH:3][CH:2]=1.Br[CH2:18][CH2:19][CH2:20][O:21][C:22]1[CH:23]=[C:24]([NH:28][C:29](=[O:31])[CH3:30])[CH:25]=[CH:26][CH:27]=1.C(=O)([O-])[O-].[K+].[K+]. The catalyst is CN(C)C=O. The product is [C:1]1([C:7]2[C:15]3[C:14]([O:16][CH2:18][CH2:19][CH2:20][O:21][C:22]4[CH:23]=[C:24]([NH:28][C:29](=[O:31])[CH3:30])[CH:25]=[CH:26][CH:27]=4)=[N:13][CH:12]=[N:11][C:10]=3[S:9][CH:8]=2)[CH:2]=[CH:3][CH:4]=[CH:5][CH:6]=1. The yield is 0.660. (4) The reactants are [Cl:1][C:2]1[C:3]([N:19]2[CH2:24][CH2:23][CH2:22][C@@H:21]([NH:25]C(=O)OC(C)(C)C)[CH2:20]2)=[C:4]2[C:10]([NH:11][C:12]([N:14]3[CH2:18][CH2:17][CH2:16][CH2:15]3)=[O:13])=[CH:9][NH:8][C:5]2=[N:6][CH:7]=1. The catalyst is C(O)(C(F)(F)F)=O. The product is [ClH:1].[NH2:25][C@@H:21]1[CH2:22][CH2:23][CH2:24][N:19]([C:3]2[C:2]([Cl:1])=[CH:7][N:6]=[C:5]3[NH:8][CH:9]=[C:10]([NH:11][C:12]([N:14]4[CH2:18][CH2:17][CH2:16][CH2:15]4)=[O:13])[C:4]=23)[CH2:20]1. The yield is 0.910. (5) The reactants are C(OC([N:8]1[CH2:13][CH2:12][CH:11]([O:14][C:15]2[CH:20]=[CH:19][C:18]([F:21])=[CH:17][C:16]=2[Cl:22])[CH2:10][CH2:9]1)=O)(C)(C)C.Cl. The catalyst is O1CCOCC1.CCOC(C)=O. The product is [ClH:22].[Cl:22][C:16]1[CH:17]=[C:18]([F:21])[CH:19]=[CH:20][C:15]=1[O:14][CH:11]1[CH2:10][CH2:9][NH:8][CH2:13][CH2:12]1. The yield is 0.830. (6) The reactants are [C:1]([O:5][C:6]([N:8]1[CH2:14][CH2:13][CH2:12][N:11]([C:15]2[CH:20]=[CH:19][C:18]([N+:21]([O-])=O)=[C:17]([C:24](=[O:33])[NH:25][CH2:26][C:27](=[O:32])[NH:28][CH:29]([CH3:31])[CH3:30])[CH:16]=2)[CH2:10][CH:9]1[CH3:34])=[O:7])([CH3:4])([CH3:3])[CH3:2]. The catalyst is CO.[Pd]. The product is [C:1]([O:5][C:6]([N:8]1[CH2:14][CH2:13][CH2:12][N:11]([C:15]2[CH:20]=[CH:19][C:18]([NH2:21])=[C:17]([C:24](=[O:33])[NH:25][CH2:26][C:27](=[O:32])[NH:28][CH:29]([CH3:30])[CH3:31])[CH:16]=2)[CH2:10][CH:9]1[CH3:34])=[O:7])([CH3:3])([CH3:2])[CH3:4]. The yield is 1.00. (7) The product is [CH3:18][C:19]1([CH3:35])[C:23]([CH3:25])([CH3:24])[O:22][B:21]([C:2]2[CH:10]=[C:9]3[C:5]([CH:6]=[N:7][N:8]3[C:11]([O:13][C:14]([CH3:17])([CH3:16])[CH3:15])=[O:12])=[CH:4][CH:3]=2)[O:20]1. The reactants are Br[C:2]1[CH:10]=[C:9]2[C:5]([CH:6]=[N:7][N:8]2[C:11]([O:13][C:14]([CH3:17])([CH3:16])[CH3:15])=[O:12])=[CH:4][CH:3]=1.[CH3:18][C:19]1([CH3:35])[C:23]([CH3:25])([CH3:24])[O:22][B:21]([B:21]2[O:22][C:23]([CH3:25])([CH3:24])[C:19]([CH3:35])([CH3:18])[O:20]2)[O:20]1.CC([O-])=O.[K+].CCN(CC)CC. The yield is 0.460. The catalyst is O1CCOCC1.CC([O-])=O.CC([O-])=O.[Pd+2].C1C=CC(P(C2C=CC=CC=2)[C-]2C=CC=C2)=CC=1.C1C=CC(P(C2C=CC=CC=2)[C-]2C=CC=C2)=CC=1.Cl[Pd]Cl.[Fe+2]. (8) The reactants are [Cl:1][C:2]1[C:11]2[C:6](=[CH:7][CH:8]=[CH:9][CH:10]=2)[N:5]=[C:4]([C:12]([O:14]CC)=O)[N:3]=1.[Cl:17][C:18]1[CH:19]=[C:20]([Mg]Br)[CH:21]=[CH:22][C:23]=1[F:24].C1COCC1. The yield is 0.370. The product is [Cl:17][C:18]1[CH:19]=[C:20]([C:12]([C:4]2[N:3]=[C:2]([Cl:1])[C:11]3[C:6](=[CH:7][CH:8]=[CH:9][CH:10]=3)[N:5]=2)=[O:14])[CH:21]=[CH:22][C:23]=1[F:24]. The catalyst is C1COCC1. (9) The reactants are [F:1][C:2]1[CH:7]=[CH:6][C:5]([C:8]2[C:16]3[C:11](=[N:12][CH:13]=[C:14]([N+:17]([O-])=O)[CH:15]=3)[NH:10][N:9]=2)=[CH:4][CH:3]=1.[H][H]. The catalyst is C(O)C.O1CCCC1. The product is [F:1][C:2]1[CH:3]=[CH:4][C:5]([C:8]2[C:16]3[C:11](=[N:12][CH:13]=[C:14]([NH2:17])[CH:15]=3)[NH:10][N:9]=2)=[CH:6][CH:7]=1. The yield is 0.890.